This data is from Forward reaction prediction with 1.9M reactions from USPTO patents (1976-2016). The task is: Predict the product of the given reaction. Given the reactants [C:9](O[C:9]([O:11][C:12]([CH3:15])([CH3:14])[CH3:13])=[O:10])([O:11][C:12]([CH3:15])([CH3:14])[CH3:13])=[O:10].C(N(CC)CC)C.[NH:23]1[CH2:28][CH2:27][CH:26]([CH2:29][OH:30])[CH2:25][CH2:24]1.ClCCl, predict the reaction product. The product is: [OH:30][CH2:29][CH:26]1[CH2:27][CH2:28][N:23]([C:9]([O:11][C:12]([CH3:13])([CH3:14])[CH3:15])=[O:10])[CH2:24][CH2:25]1.